From a dataset of Experimentally validated miRNA-target interactions with 360,000+ pairs, plus equal number of negative samples. Binary Classification. Given a miRNA mature sequence and a target amino acid sequence, predict their likelihood of interaction. (1) The miRNA is cel-miR-59-3p with sequence UCGAAUCGUUUAUCAGGAUGAUG. The protein sequence of the target gene is MGDDSEWLKLPVDQKCEHKLWKARLSGYEEALKIFQKIKDEKSPEWSKYLGLIKKFVTDSNAVVQLKGLEAALVYVENAHVAGKTTGEVVSGVVSKVFNQPKAKAKELGIEICLMYVEIEKGESVQEELLKGLDNKNPKIIVACIETLRKALSEFGSKIISLKPIIKVLPKLFESRDKAVRDEAKLFAIEIYRWNRDAVKHTLQNINSVQLKELEEEWVKLPTGAPKPSRFLRSQQELEAKLEQQQSAGGDAEGGGDDGDEVPQVDAYELLDAVEILSKLPKDFYDKIEAKKWQERKEAL.... Result: 0 (no interaction). (2) The miRNA is hsa-miR-106b-5p with sequence UAAAGUGCUGACAGUGCAGAU. The protein sequence of the target gene is MEGKRQLEKRDFGKRLSLDSSLVEYMDSNKYIEHLLTQLEEQHRSLWREKLAVARLQREVAQRTSEGAMHEKLIHELEEERHLRLQSEKRLQEVTLESERNRIQMRSLQQQFSRMEETVRNLLQSQGSPEQKKEETVNIMVYQEKLSEEERKHKEALEDLHMVVDEDSRSESSSTDEGKEKTKLLLERLKALEAENSALALENENQREQYERCLDEVANQVVQALLTQKDLREECVKLKTRVFDLEQQNRTLSILFQQRVRPTSDLLLQKLHSRLLDLSSGDLLSEVERNRSLTQSRTDA.... Result: 0 (no interaction).